From a dataset of Catalyst prediction with 721,799 reactions and 888 catalyst types from USPTO. Predict which catalyst facilitates the given reaction. (1) Reactant: N1C=CC=CC=1.[CH3:7][C:8]1[C:16]2[C:11](=[CH:12][C:13]([C:17]([N:19]3[CH2:24][CH2:23][C:22]4([CH2:33][C:32](=[O:34])[C:31]5[C:26](=[CH:27][CH:28]=[C:29]([C:35]6[CH:36]=[N:37][N:38]([CH3:40])[CH:39]=6)[CH:30]=5)[O:25]4)[CH2:21][CH2:20]3)=[O:18])=[CH:14][CH:15]=2)[NH:10][N:9]=1.[CH3:41][O:42][C:43]([C:45]1[CH:50]=[CH:49][C:48](B(O)O)=[CH:47][CH:46]=1)=[O:44]. Product: [CH3:7][C:8]1[C:16]2[C:11](=[CH:12][C:13]([C:17]([N:19]3[CH2:20][CH2:21][C:22]4([CH2:33][C:32](=[O:34])[C:31]5[C:26](=[CH:27][CH:28]=[C:29]([C:35]6[CH:36]=[N:37][N:38]([CH3:40])[CH:39]=6)[CH:30]=5)[O:25]4)[CH2:23][CH2:24]3)=[O:18])=[CH:14][CH:15]=2)[N:10]([C:48]2[CH:49]=[CH:50][C:45]([C:43]([O:42][CH3:41])=[O:44])=[CH:46][CH:47]=2)[N:9]=1. The catalyst class is: 749. (2) Reactant: [CH3:1][O:2][C:3]1[C:4]([N:17]2[CH2:22][CH2:21][O:20][CH2:19][CH2:18]2)=[N:5][C:6]([C:9]2[CH:10]=[C:11]([NH2:16])[C:12]([NH2:15])=[CH:13][CH:14]=2)=[N:7][CH:8]=1.[N:23]#[C:24]Br. Product: [CH3:1][O:2][C:3]1[C:4]([N:17]2[CH2:22][CH2:21][O:20][CH2:19][CH2:18]2)=[N:5][C:6]([C:9]2[CH:14]=[CH:13][C:12]3[NH:15][C:24]([NH2:23])=[N:16][C:11]=3[CH:10]=2)=[N:7][CH:8]=1. The catalyst class is: 47. (3) Reactant: [CH2:1]([O:8][C:9]1[C:32](=[O:33])[N:13]2[CH2:14][CH:15]3[CH2:20][CH2:19][C:18]([NH:21][C:22]([O:24][CH2:25][C:26]4[CH:31]=[CH:30][CH:29]=[CH:28][CH:27]=4)=[O:23])([C:12]2=[N:11][C:10]=1[C:34]([OH:36])=O)[CH2:17][CH2:16]3)[C:2]1[CH:7]=[CH:6][CH:5]=[CH:4][CH:3]=1.C(Cl)(=O)C(Cl)=O.Cl.[NH2:44][CH2:45][C:46](=[O:55])[CH2:47][C:48]1[CH:53]=[CH:52][C:51]([F:54])=[CH:50][CH:49]=1.C(N(CC)CC)C.C([O-])(O)=O.[Na+]. Product: [CH2:25]([O:24][C:22](=[O:23])[NH:21][C:18]12[CH2:19][CH2:20][CH:15]([CH2:16][CH2:17]1)[CH2:14][N:13]1[C:32](=[O:33])[C:9]([O:8][CH2:1][C:2]3[CH:3]=[CH:4][CH:5]=[CH:6][CH:7]=3)=[C:10]([C:34](=[O:36])[NH:44][CH2:45][C:46](=[O:55])[CH2:47][C:48]3[CH:53]=[CH:52][C:51]([F:54])=[CH:50][CH:49]=3)[N:11]=[C:12]21)[C:26]1[CH:31]=[CH:30][CH:29]=[CH:28][CH:27]=1. The catalyst class is: 59. (4) Reactant: [C:1](=[O:19])([O:12][C@@H:13]([CH3:18])[C:14]([F:17])([F:16])[F:15])OC1C=CC([N+]([O-])=O)=CC=1.[CH3:20][O:21][C@:22]12[CH2:29][N:28]([C:30]([O:32][C:33]([CH3:36])([CH3:35])[CH3:34])=[O:31])[CH2:27][C@H:23]1[NH:24][CH2:25][CH2:26]2. Product: [CH3:20][O:21][C@:22]12[CH2:29][N:28]([C:30]([O:32][C:33]([CH3:36])([CH3:35])[CH3:34])=[O:31])[CH2:27][C@H:23]1[N:24]([C:1]([O:12][C@@H:13]([CH3:18])[C:14]([F:15])([F:16])[F:17])=[O:19])[CH2:25][CH2:26]2. The catalyst class is: 22. (5) Reactant: [CH3:1][S:2]([NH:5][CH2:6][CH2:7][C:8]1[CH:9]=[C:10]2[C:15](=[CH:16][CH:17]=1)[CH:14]=[C:13]([O:18][CH2:19][C:20]#[N:21])[CH:12]=[CH:11]2)(=[O:4])=[O:3].CSC.B.C1COCC1.[OH-].[Na+]. Product: [NH2:21][CH2:20][CH2:19][O:18][C:13]1[CH:14]=[C:15]2[C:10](=[CH:11][CH:12]=1)[CH:9]=[C:8]([CH2:7][CH2:6][NH:5][S:2]([CH3:1])(=[O:4])=[O:3])[CH:17]=[CH:16]2. The catalyst class is: 5. (6) Reactant: C[O:2][C:3]1[CH:8]=[CH:7][C:6]([S:9][C:10]2[C:15]3[CH:16]=[C:17]([C:19]([O:21][CH3:22])=[O:20])[S:18][C:14]=3[CH:13]=[CH:12][CH:11]=2)=[CH:5][CH:4]=1.B(Br)(Br)Br. Product: [OH:2][C:3]1[CH:4]=[CH:5][C:6]([S:9][C:10]2[C:15]3[CH:16]=[C:17]([C:19]([O:21][CH3:22])=[O:20])[S:18][C:14]=3[CH:13]=[CH:12][CH:11]=2)=[CH:7][CH:8]=1. The catalyst class is: 4. (7) Reactant: [CH3:1][C@H:2]([C:4]1[O:8][C:7]([CH3:9])=[N:6][C:5]=1[CH3:10])O.CS(Cl)(=O)=O.S([O-])(=O)(=O)C.[CH3:21][O:22][C:23]1[CH:28]=[CH:27][C:26]([C:29]2[C:34]([CH3:35])=[C:33]([C:36]([F:39])([F:38])[F:37])[N:32]3[N:40]=[CH:41][C:42]([C:43]([N:45]4[CH2:50][CH2:49][NH:48][CH2:47][C@H:46]4[CH3:51])=[O:44])=[C:31]3[N:30]=2)=[CH:25][CH:24]=1. Product: [CH3:9][C:7]1[O:8][C:4]([C@@H:2]([N:48]2[CH2:49][CH2:50][N:45]([C:43]([C:42]3[CH:41]=[N:40][N:32]4[C:33]([C:36]([F:38])([F:39])[F:37])=[C:34]([CH3:35])[C:29]([C:26]5[CH:25]=[CH:24][C:23]([O:22][CH3:21])=[CH:28][CH:27]=5)=[N:30][C:31]=34)=[O:44])[C@H:46]([CH3:51])[CH2:47]2)[CH3:1])=[C:5]([CH3:10])[N:6]=1. The catalyst class is: 61. (8) Reactant: [CH3:1][C:2]1[C:7]([CH2:8][C:9]([O:11][CH3:12])=[O:10])=[C:6]([N:13]2[CH2:17][CH2:16][CH2:15][CH2:14]2)[N:5]=[C:4]([CH2:18][C:19]2[CH:24]=[CH:23][C:22]([N+:25]([O-])=O)=[CH:21][CH:20]=2)[N:3]=1. Product: [NH2:25][C:22]1[CH:21]=[CH:20][C:19]([CH2:18][C:4]2[N:3]=[C:2]([CH3:1])[C:7]([CH2:8][C:9]([O:11][CH3:12])=[O:10])=[C:6]([N:13]3[CH2:14][CH2:15][CH2:16][CH2:17]3)[N:5]=2)=[CH:24][CH:23]=1. The catalyst class is: 123. (9) Reactant: [Br:1][C:2]1[C:3]([NH:9][C@H:10]2[CH2:15][CH2:14][CH2:13]N[CH2:11]2)=[N:4][C:5]([Cl:8])=[N:6][CH:7]=1.[CH:16](NC(C)C)(C)C.[CH3:23][S:24](Cl)(=[O:26])=[O:25]. Product: [Br:1][C:2]1[C:3]([NH:9][C@H:10]2[CH2:11][CH2:16][CH2:13][CH:14]([S:24]([CH3:23])(=[O:26])=[O:25])[CH2:15]2)=[N:4][C:5]([Cl:8])=[N:6][CH:7]=1. The catalyst class is: 4.